Dataset: Forward reaction prediction with 1.9M reactions from USPTO patents (1976-2016). Task: Predict the product of the given reaction. (1) Given the reactants [CH2:1]([C:3]1[CH:4]=[N:5][C:6]([C:9]2[CH:14]=[CH:13][C:12]([CH2:15][CH2:16][CH2:17][O:18][C:19]3[CH:20]=[C:21]4[C:26](=[CH:27][CH:28]=3)[CH2:25][N:24](C(OC(C)(C)C)=O)[CH2:23][CH2:22]4)=[CH:11][CH:10]=2)=[N:7][CH:8]=1)[CH3:2].OC1C=C2C(=CC=1)CN(C(OC(C)(C)C)=O)CC2.C([O-])([O-])=O.[Cs+].[Cs+].CS(OCCCC1C=CC(C2N=CC(CC)=CN=2)=CC=1)(=O)=O, predict the reaction product. The product is: [CH2:1]([C:3]1[CH:8]=[N:7][C:6]([C:9]2[CH:10]=[CH:11][C:12]([CH2:15][CH2:16][CH2:17][O:18][C:19]3[CH:20]=[C:21]4[C:26](=[CH:27][CH:28]=3)[CH2:25][NH:24][CH2:23][CH2:22]4)=[CH:13][CH:14]=2)=[N:5][CH:4]=1)[CH3:2]. (2) The product is: [CH2:10]([O:9][C:6]1[CH:7]=[CH:8][C:3]([N:2]([CH3:1])[C:28](=[O:36])[NH:27][C:24]2[CH:23]=[CH:22][C:21]([F:20])=[CH:26][CH:25]=2)=[C:4]([CH3:17])[CH:5]=1)[C:11]1[CH:12]=[CH:13][CH:14]=[CH:15][CH:16]=1. Given the reactants [CH3:1][NH:2][C:3]1[CH:8]=[CH:7][C:6]([O:9][CH2:10][C:11]2[CH:16]=[CH:15][CH:14]=[CH:13][CH:12]=2)=[CH:5][C:4]=1[CH3:17].[H-].[Na+].[F:20][C:21]1[CH:26]=[CH:25][C:24]([NH:27][C:28](=[O:36])OC2C=CC=CC=2)=[CH:23][CH:22]=1.O, predict the reaction product. (3) The product is: [C:20]([O:24][C:25](=[O:44])[NH:26][C@H:27]([C:31]1[CH:36]=[C:35]([C:37]2[N:41]([CH3:42])[N:40]=[CH:39][C:38]=2[NH:43][C:14](=[O:19])[C@H:15]([CH3:18])[CH:16]=[CH2:17])[CH:34]=[CH:33][N:32]=1)[CH2:28][CH:29]=[CH2:30])([CH3:21])([CH3:23])[CH3:22]. Given the reactants C([C@@H]1COC(=O)N1[C:14](=[O:19])[C@H:15]([CH3:18])[CH:16]=[CH2:17])C1C=CC=CC=1.[C:20]([O:24][C:25](=[O:44])[NH:26][C@H:27]([C:31]1[CH:36]=[C:35]([C:37]2[N:41]([CH3:42])[N:40]=[CH:39][C:38]=2[NH2:43])[CH:34]=[CH:33][N:32]=1)[CH2:28][CH:29]=[CH2:30])([CH3:23])([CH3:22])[CH3:21].N1C=CC=CC=1.C(P1(=O)OP(CCC)(=O)OP(CCC)(=O)O1)CC, predict the reaction product. (4) Given the reactants [CH3:1][O:2][C:3]1[CH:4]=[C:5]([C:13]2[CH:18]=[C:17]([CH2:19][N:20]3[CH2:25][CH2:24][NH:23][CH2:22][CH2:21]3)[CH:16]=[CH:15][N:14]=2)[CH:6]=[C:7]([O:11][CH3:12])[C:8]=1[O:9][CH3:10].[C:26]1([CH2:32][C:33]([Cl:35])=[O:34])[CH:31]=[CH:30][CH:29]=[CH:28][CH:27]=1.C(=O)([O-])O.[Na+], predict the reaction product. The product is: [ClH:35].[C:26]1([CH2:32][C:33]([N:23]2[CH2:24][CH2:25][N:20]([CH2:19][C:17]3[CH:16]=[CH:15][N:14]=[C:13]([C:5]4[CH:6]=[C:7]([O:11][CH3:12])[C:8]([O:9][CH3:10])=[C:3]([O:2][CH3:1])[CH:4]=4)[CH:18]=3)[CH2:21][CH2:22]2)=[O:34])[CH:31]=[CH:30][CH:29]=[CH:28][CH:27]=1.[ClH:35]. (5) Given the reactants [C:1]1([C:23]2[CH:28]=[CH:27][CH:26]=[CH:25][CH:24]=2)[CH:6]=[CH:5][C:4]([O:7][CH:8]2[CH2:12][CH2:11][N:10]([C:13]3[CH:18]=[CH:17][C:16]([OH:19])=[C:15]([O:20][CH3:21])[CH:14]=3)[C:9]2=[O:22])=[CH:3][CH:2]=1.C(=O)([O-])[O-].[K+].[K+].Cl.Cl[CH2:37][CH2:38][N:39]1[CH2:43][CH2:42][CH2:41][CH2:40]1, predict the reaction product. The product is: [C:1]1([C:23]2[CH:28]=[CH:27][CH:26]=[CH:25][CH:24]=2)[CH:2]=[CH:3][C:4]([O:7][CH:8]2[CH2:12][CH2:11][N:10]([C:13]3[CH:18]=[CH:17][C:16]([O:19][CH2:37][CH2:38][N:39]4[CH2:43][CH2:42][CH2:41][CH2:40]4)=[C:15]([O:20][CH3:21])[CH:14]=3)[C:9]2=[O:22])=[CH:5][CH:6]=1. (6) The product is: [Cl:1][C:2]1[CH:3]=[CH:4][C:5]([O:10][C:9]2[CH:11]=[C:12]([OH:13])[CH:14]=[CH:15][CH:16]=2)=[N:6][CH:7]=1. Given the reactants [Cl:1][C:2]1[CH:3]=[CH:4][C:5](F)=[N:6][CH:7]=1.[C:9]1([CH:16]=[CH:15][CH:14]=[C:12]([OH:13])[CH:11]=1)[OH:10].CS(C)=O.C([O-])([O-])=O.[Cs+].[Cs+], predict the reaction product. (7) Given the reactants [CH:1]1([C:7]2[C:15]3[C:10](=[CH:11][C:12]([C:16]([OH:18])=O)=[CH:13][CH:14]=3)[N:9]([CH2:19][C:20]([N:22]([CH3:24])[CH3:23])=[O:21])[C:8]=2[C:25]2[O:29][CH:28]=[N:27][CH:26]=2)[CH2:6][CH2:5][CH2:4][CH2:3][CH2:2]1.CCN(C(C)C)C(C)C.CN(C(ON1N=NC2C=CC=NC1=2)=[N+](C)C)C.F[P-](F)(F)(F)(F)F.[NH2:63][C:64]1([C:69]([NH:71][C:72]2[CH:77]=[CH:76][C:75](/[CH:78]=[CH:79]/[C:80]([O:82]CC)=[O:81])=[CH:74][CH:73]=2)=[O:70])[CH2:68][CH2:67][CH2:66][CH2:65]1, predict the reaction product. The product is: [CH:1]1([C:7]2[C:15]3[C:10](=[CH:11][C:12]([C:16]([NH:63][C:64]4([C:69]([NH:71][C:72]5[CH:73]=[CH:74][C:75](/[CH:78]=[CH:79]/[C:80]([OH:82])=[O:81])=[CH:76][CH:77]=5)=[O:70])[CH2:68][CH2:67][CH2:66][CH2:65]4)=[O:18])=[CH:13][CH:14]=3)[N:9]([CH2:19][C:20]([N:22]([CH3:23])[CH3:24])=[O:21])[C:8]=2[C:25]2[O:29][CH:28]=[N:27][CH:26]=2)[CH2:6][CH2:5][CH2:4][CH2:3][CH2:2]1. (8) Given the reactants [Br:1][C:2]1[N:7]=[CH:6][C:5]2[C:8](I)=[N:9][N:10]([CH:11]([CH3:13])[CH3:12])[C:4]=2[CH:3]=1.C1(P(C2C=CC=CC=2)C2C3OC4C(=CC=CC=4P(C4C=CC=CC=4)C4C=CC=CC=4)C(C)(C)C=3C=CC=2)C=CC=CC=1.C(=O)([O-])[O-].[Cs+].[Cs+].[O:63]1[CH2:66][CH:65]([NH2:67])[CH2:64]1, predict the reaction product. The product is: [Br:1][C:2]1[N:7]=[CH:6][C:5]2[C:8]([NH:67][CH:65]3[CH2:66][O:63][CH2:64]3)=[N:9][N:10]([CH:11]([CH3:13])[CH3:12])[C:4]=2[CH:3]=1.